This data is from hERG Central: cardiac toxicity at 1µM, 10µM, and general inhibition. The task is: Predict hERG channel inhibition at various concentrations. (1) The drug is CCc1ccccc1Nc1cc(C(=O)NCc2ccccn2)c2ccccc2n1. Results: hERG_inhib (hERG inhibition (general)): blocker. (2) The molecule is Cl.OC(CN1C2=NCCCN2c2ccccc21)c1ccc2c(c1)OCO2. Results: hERG_inhib (hERG inhibition (general)): blocker. (3) The compound is COc1ccc(C(=O)C2CCCN(C3Cc4ccccc4C3)C2)cc1OC. Results: hERG_inhib (hERG inhibition (general)): blocker. (4) The drug is COc1ccccc1N1CCN(CCCCOc2c(OC)cccc2OC)CC1.O=C(O)C(=O)O. Results: hERG_inhib (hERG inhibition (general)): blocker. (5) The drug is Cc1ccc(C)c(N2CCN(CCCNC(=O)Cn3cc4c(n3)CCC(C)C4)CC2)c1. Results: hERG_inhib (hERG inhibition (general)): blocker. (6) The drug is CCCCN(C)C(=O)CSc1nc(NCc2ccc(OC)cc2)c2ccccc2n1. Results: hERG_inhib (hERG inhibition (general)): blocker. (7) The drug is COc1ccccc1C(CNC(=O)c1cccc(NS(=O)(=O)c2ccc(Br)cc2)c1)N(C)C. Results: hERG_inhib (hERG inhibition (general)): blocker. (8) The drug is CCOc1ccc(NC(=O)CN2CCN(CC(=O)Nc3ccc(C(N)=O)cc3)CC2)cc1. Results: hERG_inhib (hERG inhibition (general)): blocker. (9) The compound is CSc1ccc(CNC(C)C(O)c2ccccc2)cc1.Cl. Results: hERG_inhib (hERG inhibition (general)): blocker.